Dataset: Forward reaction prediction with 1.9M reactions from USPTO patents (1976-2016). Task: Predict the product of the given reaction. (1) Given the reactants [Si]([O:8][CH2:9][C:10]1([CH3:36])[S:16][CH2:15][CH2:14][N:13]2[C:17]([C:20]3([C:23]4[CH:28]=[CH:27][C:26]([C:29]5[N:34]=[CH:33][C:32]([CH3:35])=[CH:31][N:30]=5)=[CH:25][CH:24]=4)[CH2:22][CH2:21]3)=[N:18][N:19]=[C:12]2[CH2:11]1)(C(C)(C)C)(C)C.Cl, predict the reaction product. The product is: [CH3:36][C:10]1([CH2:9][OH:8])[S:16][CH2:15][CH2:14][N:13]2[C:17]([C:20]3([C:23]4[CH:24]=[CH:25][C:26]([C:29]5[N:34]=[CH:33][C:32]([CH3:35])=[CH:31][N:30]=5)=[CH:27][CH:28]=4)[CH2:22][CH2:21]3)=[N:18][N:19]=[C:12]2[CH2:11]1. (2) Given the reactants [NH2:1][C:2]1[CH:6]=[C:5]([CH3:7])[O:4][N:3]=1.N1C=CC=CC=1.Cl[C:15](OC1C=CC=CC=1)=[O:16].[Cl:24][C:25]1[CH:31]=[C:30]([O:32][C:33]2[C:34]3[N:41]([CH2:42][CH3:43])[CH:40]=[CH:39][C:35]=3[N:36]=[CH:37][N:38]=2)[CH:29]=[CH:28][C:26]=1[NH2:27], predict the reaction product. The product is: [Cl:24][C:25]1[CH:31]=[C:30]([O:32][C:33]2[C:34]3[N:41]([CH2:42][CH3:43])[CH:40]=[CH:39][C:35]=3[N:36]=[CH:37][N:38]=2)[CH:29]=[CH:28][C:26]=1[NH:27][C:15]([NH:1][C:2]1[CH:6]=[C:5]([CH3:7])[O:4][N:3]=1)=[O:16]. (3) Given the reactants [CH:1]1[C:13]2[NH:12][C:11]3[C:6](=[CH:7][CH:8]=[CH:9][CH:10]=3)[C:5]=2[CH:4]=[CH:3][CH:2]=1.[OH-].[K+].Cl[CH2:17][C@H:18]1[CH2:20][O:19]1, predict the reaction product. The product is: [O:19]1[CH2:20][C@@H:18]1[CH2:17][N:12]1[C:11]2[CH:10]=[CH:9][CH:8]=[CH:7][C:6]=2[C:5]2[C:13]1=[CH:1][CH:2]=[CH:3][CH:4]=2. (4) Given the reactants [CH3:1][C:2]1[CH:11]=[N:10][C:9]2[C:4](=[C:5]([N+:12]([O-])=O)[CH:6]=[CH:7][CH:8]=2)[N:3]=1, predict the reaction product. The product is: [CH3:1][C:2]1[CH:11]=[N:10][C:9]2[C:4](=[C:5]([NH2:12])[CH:6]=[CH:7][CH:8]=2)[N:3]=1. (5) Given the reactants CN([S+](N(C)C)N(C)C)C.C[Si-](F)(F)(C)C.[Si]([O:34][CH2:35][CH2:36][N:37]([CH3:102])[CH2:38][CH2:39][C@@H:40]([NH:49][C:50]1[CH:55]=[CH:54][C:53]([S:56]([NH:59][C:60](=[O:94])[C:61]2[CH:66]=[CH:65][C:64]([N:67]3[CH2:72][CH2:71][CH:70]([C@H:73]([C:81]4[CH:86]=[CH:85][CH:84]=[CH:83][C:82]=4[C:87]4[CH:92]=[CH:91][C:90]([Cl:93])=[CH:89][CH:88]=4)[NH:74][S@:75]([C:77]([CH3:80])([CH3:79])[CH3:78])=[O:76])[CH2:69][CH2:68]3)=[CH:63][CH:62]=2)(=[O:58])=[O:57])=[CH:52][C:51]=1[S:95]([C:98]([F:101])([F:100])[F:99])(=[O:97])=[O:96])[CH2:41][S:42][C:43]1[CH:48]=[CH:47][CH:46]=[CH:45][CH:44]=1)(C(C)(C)C)(C1C=CC=CC=1)C1C=CC=CC=1, predict the reaction product. The product is: [Cl:93][C:90]1[CH:91]=[CH:92][C:87]([C:82]2[CH:83]=[CH:84][CH:85]=[CH:86][C:81]=2[C@H:73]([NH:74][S@:75]([C:77]([CH3:80])([CH3:79])[CH3:78])=[O:76])[CH:70]2[CH2:71][CH2:72][N:67]([C:64]3[CH:65]=[CH:66][C:61]([C:60]([NH:59][S:56]([C:53]4[CH:54]=[CH:55][C:50]([NH:49][C@H:40]([CH2:39][CH2:38][N:37]([CH2:36][CH2:35][OH:34])[CH3:102])[CH2:41][S:42][C:43]5[CH:48]=[CH:47][CH:46]=[CH:45][CH:44]=5)=[C:51]([S:95]([C:98]([F:101])([F:100])[F:99])(=[O:96])=[O:97])[CH:52]=4)(=[O:58])=[O:57])=[O:94])=[CH:62][CH:63]=3)[CH2:68][CH2:69]2)=[CH:88][CH:89]=1. (6) Given the reactants [C:1]([O:11][CH:12]([C:14]([O:16]C)=[O:15])[F:13])([C:4]([C:7]([F:10])([F:9])[F:8])([F:6])[F:5])([F:3])[F:2].[NH3:18], predict the reaction product. The product is: [C:7]([C:4]([C:1]([O:11][CH:12]([C:14]([O-:16])=[O:15])[F:13])([F:2])[F:3])([F:6])[F:5])([F:10])([F:9])[F:8].[NH4+:18].